Dataset: Full USPTO retrosynthesis dataset with 1.9M reactions from patents (1976-2016). Task: Predict the reactants needed to synthesize the given product. Given the product [Cl:1][C:2]1[CH:3]=[C:4]([C@H:9]2[C@@H:15]([CH2:16][N:17]3[CH2:22][CH2:21][CH2:20][N:19]([CH3:33])[C:18]3=[O:23])[O:14][CH2:13][CH2:12][N:11]([C:24]([O:26][C:27]([CH3:30])([CH3:29])[CH3:28])=[O:25])[CH2:10]2)[CH:5]=[CH:6][C:7]=1[Cl:8], predict the reactants needed to synthesize it. The reactants are: [Cl:1][C:2]1[CH:3]=[C:4]([C@H:9]2[C@@H:15]([CH2:16][N:17]3[CH2:22][CH2:21][CH2:20][NH:19][C:18]3=[O:23])[O:14][CH2:13][CH2:12][N:11]([C:24]([O:26][C:27]([CH3:30])([CH3:29])[CH3:28])=[O:25])[CH2:10]2)[CH:5]=[CH:6][C:7]=1[Cl:8].[H-].[Na+].[CH3:33]I.O.